From a dataset of Full USPTO retrosynthesis dataset with 1.9M reactions from patents (1976-2016). Predict the reactants needed to synthesize the given product. (1) The reactants are: [CH:1]1([CH2:6][C@@H:7]([OH:11])[C:8]([OH:10])=[O:9])[CH2:5][CH2:4][CH2:3][CH2:2]1.O=S(Cl)Cl.[CH3:16]O. Given the product [CH:1]1([CH2:6][C@@H:7]([OH:11])[C:8]([O:10][CH3:16])=[O:9])[CH2:2][CH2:3][CH2:4][CH2:5]1, predict the reactants needed to synthesize it. (2) Given the product [OH:9][CH2:8][N:5]1[CH:6]=[C:2]([Cl:1])[C:3]([CH3:7])=[N:4]1, predict the reactants needed to synthesize it. The reactants are: [Cl:1][C:2]1[C:3]([CH3:7])=[N:4][NH:5][CH:6]=1.[CH2:8]=[O:9].